From a dataset of Forward reaction prediction with 1.9M reactions from USPTO patents (1976-2016). Predict the product of the given reaction. (1) Given the reactants Cl[C:2]1[N:7]=[C:6]([NH:8][C@H:9]([CH3:12])[CH2:10][OH:11])[C:5]([C:13]2[S:14][CH:15]=[CH:16][CH:17]=2)=[CH:4][N:3]=1.[NH2:18][C:19]1[CH:24]=[CH:23][C:22]([S:25]([CH3:38])(=[N:27][C:28](=[O:37])[NH:29][C:30]2[CH:35]=[CH:34][C:33]([Cl:36])=[CH:32][CH:31]=2)=[O:26])=[CH:21][CH:20]=1, predict the reaction product. The product is: [Cl:36][C:33]1[CH:32]=[CH:31][C:30]([NH:29][C:28]([N:27]=[S:25]([C:22]2[CH:21]=[CH:20][C:19]([NH:18][C:2]3[N:7]=[C:6]([NH:8][C@H:9]([CH3:12])[CH2:10][OH:11])[C:5]([C:13]4[S:14][CH:15]=[CH:16][CH:17]=4)=[CH:4][N:3]=3)=[CH:24][CH:23]=2)([CH3:38])=[O:26])=[O:37])=[CH:35][CH:34]=1. (2) Given the reactants [CH3:1][N:2]1[C:7]2=[CH:8][S:9][C:10](C)=[C:6]2[C:5](=[O:12])[N:4]([CH3:13])[C:3]1=[O:14].[Br:15][C:16]1[CH:21]=[CH:20][C:19]([C:22]2[O:26][N:25]=[C:24]([NH2:27])[CH:23]=2)=[CH:18][CH:17]=1.CCN=C=NC[CH2:34][CH2:35]N(C)C.Cl.C1C=CC2N([OH:49])N=NC=2C=1, predict the reaction product. The product is: [Br:15][C:16]1[CH:17]=[CH:18][C:19]([C:22]2[O:26][N:25]=[C:24]([NH:27][C:34](=[O:49])[CH2:35][C:7]3[C:6]4[C:5](=[O:12])[N:4]([CH3:13])[C:3](=[O:14])[N:2]([CH3:1])[C:10]=4[S:9][CH:8]=3)[CH:23]=2)=[CH:20][CH:21]=1. (3) Given the reactants Br[C:2]1[CH:3]=[C:4]([CH:26]=[CH:27][N:28]=1)[C:5]([NH:7][C:8]1[O:9][C:10]2[C:16]([C:17]3[CH:22]=[CH:21][C:20]([F:23])=[CH:19][CH:18]=3)=[CH:15][CH:14]=[C:13]([O:24][CH3:25])[C:11]=2[N:12]=1)=[O:6].C(=O)([O-])[O-].[Cs+].[Cs+].[NH:35]1[CH2:40][CH2:39][O:38][CH2:37][CH2:36]1, predict the reaction product. The product is: [F:23][C:20]1[CH:21]=[CH:22][C:17]([C:16]2[C:10]3[O:9][C:8]([NH:7][C:5](=[O:6])[C:4]4[CH:26]=[CH:27][N:28]=[C:2]([N:35]5[CH2:40][CH2:39][O:38][CH2:37][CH2:36]5)[CH:3]=4)=[N:12][C:11]=3[C:13]([O:24][CH3:25])=[CH:14][CH:15]=2)=[CH:18][CH:19]=1. (4) Given the reactants FC(F)(F)S(O[C:7]1[CH:16]=[CH:15][C:14]2[C:9](=[CH:10][CH:11]=[C:12]([C@:17]3([CH3:23])[CH2:21][O:20][C:19](=[O:22])[NH:18]3)[CH:13]=2)[CH:8]=1)(=O)=O.[CH2:26]([O:33][C:34]1[CH:35]=[C:36]([SH:40])[CH:37]=[CH:38][CH:39]=1)[C:27]1[CH:32]=[CH:31][CH:30]=[CH:29][CH:28]=1.CC1(C)C2C(=C(P(C3C=CC=CC=3)C3C=CC=CC=3)C=CC=2)OC2C(P(C3C=CC=CC=3)C3C=CC=CC=3)=CC=CC1=2.O1CCOCC1.C(N(CC)C(C)C)(C)C, predict the reaction product. The product is: [CH2:26]([O:33][C:34]1[CH:35]=[C:36]([S:40][C:7]2[CH:8]=[C:9]3[C:14](=[CH:15][CH:16]=2)[CH:13]=[C:12]([C@:17]2([CH3:23])[CH2:21][O:20][C:19](=[O:22])[NH:18]2)[CH:11]=[CH:10]3)[CH:37]=[CH:38][CH:39]=1)[C:27]1[CH:28]=[CH:29][CH:30]=[CH:31][CH:32]=1. (5) Given the reactants [Br:1][C:2]1[C:7]([CH3:8])=[N:6][C:5]([N:9]2[CH2:14][CH2:13][N:12]([CH3:15])[CH2:11][CH2:10]2)=[C:4](Br)[N:3]=1.O.[NH2:18][NH2:19], predict the reaction product. The product is: [Br:1][C:2]1[C:7]([CH3:8])=[N:6][C:5]([N:9]2[CH2:14][CH2:13][N:12]([CH3:15])[CH2:11][CH2:10]2)=[C:4]([NH:18][NH2:19])[N:3]=1.